Dataset: NCI-60 drug combinations with 297,098 pairs across 59 cell lines. Task: Regression. Given two drug SMILES strings and cell line genomic features, predict the synergy score measuring deviation from expected non-interaction effect. Drug 1: CC12CCC3C(C1CCC2=O)CC(=C)C4=CC(=O)C=CC34C. Drug 2: CCCCC(=O)OCC(=O)C1(CC(C2=C(C1)C(=C3C(=C2O)C(=O)C4=C(C3=O)C=CC=C4OC)O)OC5CC(C(C(O5)C)O)NC(=O)C(F)(F)F)O. Cell line: UACC-257. Synergy scores: CSS=30.8, Synergy_ZIP=2.95, Synergy_Bliss=4.29, Synergy_Loewe=4.12, Synergy_HSA=3.57.